From a dataset of Forward reaction prediction with 1.9M reactions from USPTO patents (1976-2016). Predict the product of the given reaction. (1) Given the reactants [C:1]1([CH3:10])[C:2]([C:7](Cl)=[O:8])=[CH:3][CH:4]=[CH:5][CH:6]=1.C(N(CC)CC)C.[C:18]([NH2:22])([CH3:21])([CH3:20])[CH3:19], predict the reaction product. The product is: [C:18]([NH:22][C:7](=[O:8])[C:2]1[CH:3]=[CH:4][CH:5]=[CH:6][C:1]=1[CH3:10])([CH3:21])([CH3:20])[CH3:19]. (2) Given the reactants [C:1]([O:5][C:6]([N:8]1[C:12]2=[C:13]3[C:18](=[CH:19][CH:20]=[C:11]2[C:10]([C:22]([O:24][C:25]([CH3:28])([CH3:27])[CH3:26])=[O:23])=[C:9]1[CH3:29])[CH:17]=[N:16][C:15]([Cl:21])=[CH:14]3)=[O:7])([CH3:4])([CH3:3])[CH3:2].C1C(=O)N([Br:37])C(=O)C1.C(OOC(=O)C1C=CC=CC=1)(=O)C1C=CC=CC=1, predict the reaction product. The product is: [C:1]([O:5][C:6]([N:8]1[C:12]2=[C:13]3[C:18](=[CH:19][CH:20]=[C:11]2[C:10]([C:22]([O:24][C:25]([CH3:28])([CH3:27])[CH3:26])=[O:23])=[C:9]1[CH2:29][Br:37])[CH:17]=[N:16][C:15]([Cl:21])=[CH:14]3)=[O:7])([CH3:4])([CH3:3])[CH3:2]. (3) Given the reactants [CH3:1]O.[CH3:3][C:4]1[N:5]([CH2:17][C:18]2C=NC=NC=2)[C:6]2[C:11]([C:12]=1[C:13]([O:15]C)=[O:14])=[CH:10][CH:9]=[CH:8][CH:7]=2.[OH-].[K+].Cl, predict the reaction product. The product is: [CH:17]([N:5]1[C:6]2[C:11](=[CH:10][CH:9]=[CH:8][CH:7]=2)[C:12]([C:13]([OH:15])=[O:14])=[C:4]1[CH3:3])([CH3:18])[CH3:1]. (4) Given the reactants O[C@@H:2]([C:6]1[CH:11]=CC=C[CH:7]=1)C(O)=O.[F:12][C:13]1[CH:18]=[CH:17][C:16]([C@H:19]2[CH2:24][C:23](=[O:25])[CH2:22][CH2:21][NH:20]2)=[C:15]([CH3:26])[CH:14]=1.ClCCl.[C:30]([O-])([OH:32])=[O:31].[Na+], predict the reaction product. The product is: [F:12][C:13]1[CH:18]=[CH:17][C:16]([C@H:19]2[CH2:24][C:23](=[O:25])[CH2:22][CH2:21][N:20]2[C:30]([O:32][C:6]([CH3:2])([CH3:7])[CH3:11])=[O:31])=[C:15]([CH3:26])[CH:14]=1. (5) Given the reactants Br[C:2]1[CH:3]=[CH:4][C:5]([O:8][CH3:9])=[N:6][CH:7]=1.[Li]CCCC.[O:15]1[C:19]2([CH2:24][CH2:23][C:22](=[O:25])[CH2:21][CH2:20]2)[O:18][CH2:17][CH2:16]1, predict the reaction product. The product is: [CH3:9][O:8][C:5]1[N:6]=[CH:7][C:2]([C:22]2([OH:25])[CH2:23][CH2:24][C:19]3([O:18][CH2:17][CH2:16][O:15]3)[CH2:20][CH2:21]2)=[CH:3][CH:4]=1.